This data is from M1 muscarinic receptor antagonist screen with 61,756 compounds. The task is: Binary Classification. Given a drug SMILES string, predict its activity (active/inactive) in a high-throughput screening assay against a specified biological target. (1) The molecule is Clc1c(NCN2C(=O)C(NC2=O)(C)C)cc(Cl)cc1. The result is 0 (inactive). (2) The compound is S=c1n(CCC(=O)N2CCOCC2)c(=O)c2c([nH]1)cccc2. The result is 0 (inactive). (3) The result is 0 (inactive). The drug is S(=O)(=O)(N1CCCCCC1)c1ccc(cc1)C(OC)=O. (4) The drug is O(CC(=O)Nc1ccc(cc1)C)C(=O)c1n(ncc1)C. The result is 0 (inactive).